From a dataset of NCI-60 drug combinations with 297,098 pairs across 59 cell lines. Regression. Given two drug SMILES strings and cell line genomic features, predict the synergy score measuring deviation from expected non-interaction effect. (1) Drug 1: C1CN1P(=S)(N2CC2)N3CC3. Drug 2: C1=NC2=C(N=C(N=C2N1C3C(C(C(O3)CO)O)O)F)N. Cell line: HL-60(TB). Synergy scores: CSS=65.2, Synergy_ZIP=2.42, Synergy_Bliss=2.44, Synergy_Loewe=-6.07, Synergy_HSA=1.16. (2) Drug 1: CC12CCC(CC1=CCC3C2CCC4(C3CC=C4C5=CN=CC=C5)C)O. Drug 2: CC1=C(C=C(C=C1)C(=O)NC2=CC(=CC(=C2)C(F)(F)F)N3C=C(N=C3)C)NC4=NC=CC(=N4)C5=CN=CC=C5. Cell line: A549. Synergy scores: CSS=-0.280, Synergy_ZIP=-0.249, Synergy_Bliss=0.737, Synergy_Loewe=-0.707, Synergy_HSA=-1.31.